Dataset: Reaction yield outcomes from USPTO patents with 853,638 reactions. Task: Predict the reaction yield, written as a fraction of the theoretical maximum amount of product (1.0 means a 100% yield; for example, 0.34 means a 34% yield). (1) The reactants are [Br:1][C:2]1[CH:9]=[CH:8][C:7]([CH3:10])=[CH:6][C:3]=1C=O.O.C1(C)C=CC(S(O)(=O)=O)=CC=1.[CH3:23][O:24][CH:25](OC)[O:26][CH3:27]. The catalyst is CO. The product is [Br:1][C:2]1[CH:9]=[CH:8][C:7]([CH3:10])=[CH:6][C:3]=1[CH:25]([O:26][CH3:27])[O:24][CH3:23]. The yield is 0.990. (2) The reactants are [CH:1]([O:4][C:5]([N:7]1[CH2:12][CH2:11][CH:10]([OH:13])[CH2:9][CH2:8]1)=[O:6])([CH3:3])[CH3:2].[H-].[Na+].[Br:16][C:17]1[CH:22]=[CH:21][C:20]([N:23]2[C:27]3=[N:28][CH:29]=[N:30][C:31](Cl)=[C:26]3[CH:25]=[N:24]2)=[CH:19][CH:18]=1. The catalyst is C1COCC1. The product is [CH:1]([O:4][C:5]([N:7]1[CH2:8][CH2:9][CH:10]([O:13][C:31]2[N:30]=[CH:29][N:28]=[C:27]3[N:23]([C:20]4[CH:19]=[CH:18][C:17]([Br:16])=[CH:22][CH:21]=4)[N:24]=[CH:25][C:26]=23)[CH2:11][CH2:12]1)=[O:6])([CH3:3])[CH3:2]. The yield is 0.810. (3) The reactants are [N:1]([CH2:4][CH2:5][CH2:6][C:7]1([C:20]2[CH:25]=[CH:24][CH:23]=[CH:22][CH:21]=2)[NH:11][N:10]=[C:9]([C:12]2[CH:17]=[C:16]([F:18])[CH:15]=[CH:14][C:13]=2[F:19])[S:8]1)=[N+:2]=[N-:3].[C:26]([N:34]=[C:35]=[S:36])(=[O:33])[C:27]1[CH:32]=[CH:31][CH:30]=[CH:29][CH:28]=1. The catalyst is C1COCC1. The product is [N:1]([CH2:4][CH2:5][CH2:6][C:7]1([C:20]2[CH:25]=[CH:24][CH:23]=[CH:22][CH:21]=2)[N:11]([C:35]([NH:34][C:26](=[O:33])[C:27]2[CH:28]=[CH:29][CH:30]=[CH:31][CH:32]=2)=[S:36])[N:10]=[C:9]([C:12]2[CH:17]=[C:16]([F:18])[CH:15]=[CH:14][C:13]=2[F:19])[S:8]1)=[N+:2]=[N-:3]. The yield is 0.540. (4) The reactants are [C:1]([O:5][C:6](=[O:22])[NH:7][C@@H:8]1[CH2:13][C@@H:12]([CH3:14])[CH2:11][N:10](CC2C=CC=CC=2)[CH2:9]1)([CH3:4])([CH3:3])[CH3:2]. The catalyst is [OH-].[OH-].[Pd+2].CCO. The product is [C:1]([O:5][C:6](=[O:22])[NH:7][C@@H:8]1[CH2:13][C@@H:12]([CH3:14])[CH2:11][NH:10][CH2:9]1)([CH3:4])([CH3:2])[CH3:3]. The yield is 0.890.